Dataset: NCI-60 drug combinations with 297,098 pairs across 59 cell lines. Task: Regression. Given two drug SMILES strings and cell line genomic features, predict the synergy score measuring deviation from expected non-interaction effect. Drug 2: CC1CCC2CC(C(=CC=CC=CC(CC(C(=O)C(C(C(=CC(C(=O)CC(OC(=O)C3CCCCN3C(=O)C(=O)C1(O2)O)C(C)CC4CCC(C(C4)OC)O)C)C)O)OC)C)C)C)OC. Drug 1: C1CC(=O)NC(=O)C1N2CC3=C(C2=O)C=CC=C3N. Cell line: SW-620. Synergy scores: CSS=18.1, Synergy_ZIP=-1.70, Synergy_Bliss=3.05, Synergy_Loewe=3.61, Synergy_HSA=7.21.